From a dataset of Reaction yield outcomes from USPTO patents with 853,638 reactions. Predict the reaction yield, written as a fraction of the theoretical maximum amount of product (1.0 means a 100% yield; for example, 0.34 means a 34% yield). (1) The reactants are [F:1][CH2:2][C:3]1[N:4]([C:9]2[C:18]3[C:13](=[CH:14][CH:15]=[CH:16][CH:17]=3)[C:12]([CH3:19])=[CH:11][CH:10]=2)[C:5]([SH:8])=[N:6][N:7]=1.C([O-])([O-])=O.[K+].[K+].Cl[CH2:27][C:28]([NH:30][C:31]1[CH:36]=[CH:35][C:34]([S:37](=[O:40])(=[O:39])[NH2:38])=[CH:33][C:32]=1[Cl:41])=[O:29].O. The catalyst is CN(C=O)C. The product is [Cl:41][C:32]1[CH:33]=[C:34]([S:37](=[O:40])(=[O:39])[NH2:38])[CH:35]=[CH:36][C:31]=1[NH:30][C:28](=[O:29])[CH2:27][S:8][C:5]1[N:4]([C:9]2[C:18]3[C:13](=[CH:14][CH:15]=[CH:16][CH:17]=3)[C:12]([CH3:19])=[CH:11][CH:10]=2)[C:3]([CH2:2][F:1])=[N:7][N:6]=1. The yield is 0.740. (2) The catalyst is C(Cl)Cl. The reactants are [CH3:1][S:2](Cl)(=[O:4])=[O:3].[Cl:6][C:7]1[C:8]([O:17][CH2:18][C:19]2[CH:24]=[CH:23][C:22]([Cl:25])=[C:21]([Cl:26])[CH:20]=2)=[CH:9][C:10]2[O:14][N:13]=[C:12]([NH2:15])[C:11]=2[CH:16]=1.C(N(CC)CC)C. The yield is 0.680. The product is [Cl:6][C:7]1[C:8]([O:17][CH2:18][C:19]2[CH:24]=[CH:23][C:22]([Cl:25])=[C:21]([Cl:26])[CH:20]=2)=[CH:9][C:10]2[O:14][N:13]=[C:12]([NH:15][S:2]([CH3:1])(=[O:4])=[O:3])[C:11]=2[CH:16]=1. (3) The reactants are [F:1][C:2]1[CH:3]=[C:4](/[CH:8]=[CH:9]/[C:10]([OH:12])=[O:11])[CH:5]=[CH:6][CH:7]=1.OS(O)(=O)=O.[C:18]([O-])([O-])=O.[Na+].[Na+]. The catalyst is CO. The product is [F:1][C:2]1[CH:3]=[C:4](/[CH:8]=[CH:9]/[C:10]([O:12][CH3:18])=[O:11])[CH:5]=[CH:6][CH:7]=1. The yield is 0.990. (4) The reactants are Cl.[F:2][C:3]1[C:8]([F:9])=[CH:7][CH:6]=[CH:5][C:4]=1[NH:10][NH2:11].C(=O)([O-])[O-].[K+].[K+].[C:18](OCC)(=[O:26])[C:19]#[C:20][C:21]([O:23][CH2:24][CH3:25])=[O:22]. The catalyst is C(O)C. The product is [F:2][C:3]1[C:8]([F:9])=[CH:7][CH:6]=[CH:5][C:4]=1[N:10]1[C:18]([OH:26])=[CH:19][C:20]([C:21]([O:23][CH2:24][CH3:25])=[O:22])=[N:11]1. The yield is 0.430. (5) The reactants are Cl.[C:2]([O:5][CH2:6][CH2:7][CH:8]1[CH2:13][CH2:12][NH:11][CH2:10][CH2:9]1)(=O)[CH3:3].C(N(CC)CC)C.[C:21]([O:25][C:26](O[C:26]([O:25][C:21]([CH3:24])([CH3:23])[CH3:22])=[O:27])=[O:27])([CH3:24])([CH3:23])[CH3:22].C([OH:38])C. The catalyst is Cl.O1CCCC1.[Pt]. The product is [CH3:22][C:21]([CH3:24])([O:25][C:26]([N:11]1[CH2:12][CH2:13][CH:8]([CH2:7][C:6]([O:5][CH2:2][CH3:3])=[O:38])[CH2:9][CH2:10]1)=[O:27])[CH3:23]. The yield is 0.959. (6) The reactants are [Br:1][C:2]1[C:3]([OH:13])=[C:4]([C:10](=[O:12])[CH3:11])[CH:5]=[C:6]([Cl:9])[C:7]=1F.[C-:14]#[N:15].[K+].I[CH3:18].C(=O)([O-])[O-].[K+].[K+]. The catalyst is CN(C)C=O.C(OCC)(=O)C. The product is [C:10]([C:4]1[CH:5]=[C:6]([Cl:9])[C:7]([C:14]#[N:15])=[C:2]([Br:1])[C:3]=1[O:13][CH3:18])(=[O:12])[CH3:11]. The yield is 0.750. (7) The reactants are [CH3:1][N:2]1[CH2:7][CH:6]=[C:5]([C:8]2[C:16]3[C:11](=[CH:12][CH:13]=[C:14]([C:17]#[N:18])[CH:15]=3)[NH:10][CH:9]=2)[CH2:4][CH2:3]1.[H-].[Al+3].[Li+].[H-].[H-].[H-]. The catalyst is C1COCC1. The product is [CH3:1][N:2]1[CH2:3][CH:4]=[C:5]([C:8]2[C:16]3[C:11](=[CH:12][CH:13]=[C:14]([CH2:17][NH2:18])[CH:15]=3)[NH:10][CH:9]=2)[CH2:6][CH2:7]1. The yield is 0.990. (8) The reactants are [CH2:1]([O:3][C:4]([C:6]1[NH:7][C:8]2[C:13]([CH:14]=1)=[CH:12][C:11]([C:15]([N:17]1[CH2:21][CH2:20][CH2:19][C:18]1=[O:22])=[CH2:16])=[CH:10][CH:9]=2)=[O:5])[CH3:2]. The catalyst is CO.O=[Pt]=O. The product is [CH2:1]([O:3][C:4]([C:6]1[NH:7][C:8]2[C:13]([CH:14]=1)=[CH:12][C:11]([CH:15]([N:17]1[CH2:21][CH2:20][CH2:19][C:18]1=[O:22])[CH3:16])=[CH:10][CH:9]=2)=[O:5])[CH3:2]. The yield is 0.730. (9) The yield is 0.490. The product is [CH3:3][O:4][C:5]1[N:6]=[C:7]2[C:12](=[CH:13][CH:14]=1)[N:11]=[CH:10][CH:9]=[C:8]2[NH:15][C:16]([N:18]1[CH2:19][CH2:20][N:21]([CH2:24][CH:25]([OH:36])[C:26]2[CH:35]=[N:34][C:33]3[C:28](=[CH:29][CH:30]=[CH:31][CH:32]=3)[N:27]=2)[CH2:22][CH2:23]1)=[O:17]. The reactants are [BH4-].[Na+].[CH3:3][O:4][C:5]1[N:6]=[C:7]2[C:12](=[CH:13][CH:14]=1)[N:11]=[CH:10][CH:9]=[C:8]2[NH:15][C:16]([N:18]1[CH2:23][CH2:22][N:21]([CH2:24][C:25](=[O:36])[C:26]2[CH:35]=[N:34][C:33]3[C:28](=[CH:29][CH:30]=[CH:31][CH:32]=3)[N:27]=2)[CH2:20][CH2:19]1)=[O:17]. The catalyst is CO.O.